Predict the reaction yield, written as a fraction of the theoretical maximum amount of product (1.0 means a 100% yield; for example, 0.34 means a 34% yield). From a dataset of Reaction yield outcomes from USPTO patents with 853,638 reactions. (1) The reactants are C([N:8]1[CH2:12][C@@H:11]([O:13][Si:14]([C:17]([CH3:20])([CH3:19])[CH3:18])([CH3:16])[CH3:15])[C@H:10]([NH:21][C:22](=[O:28])[O:23][C:24]([CH3:27])([CH3:26])[CH3:25])[CH2:9]1)C1C=CC=CC=1. The catalyst is CO.[OH-].[OH-].[Pd+2]. The product is [Si:14]([O:13][C@@H:11]1[CH2:12][NH:8][CH2:9][C@H:10]1[NH:21][C:22](=[O:28])[O:23][C:24]([CH3:27])([CH3:26])[CH3:25])([C:17]([CH3:20])([CH3:19])[CH3:18])([CH3:16])[CH3:15]. The yield is 0.880. (2) The reactants are [C:1]([O:9][C:10]([CH3:13])([CH3:12])[CH3:11])(=[O:8])[CH2:2][C:3]([O:5][CH2:6][CH3:7])=[O:4].[H-].[Na+].[Cl:16][C:17]1[N:18]=[N:19][C:20](Cl)=[CH:21][CH:22]=1. The catalyst is O1CCOCC1. The product is [Cl:16][C:17]1[N:18]=[N:19][C:20]([CH:2]([C:3]([O:5][CH2:6][CH3:7])=[O:4])[C:1]([O:9][C:10]([CH3:12])([CH3:11])[CH3:13])=[O:8])=[CH:21][CH:22]=1. The yield is 0.713.